From a dataset of Reaction yield outcomes from USPTO patents with 853,638 reactions. Predict the reaction yield, written as a fraction of the theoretical maximum amount of product (1.0 means a 100% yield; for example, 0.34 means a 34% yield). (1) The reactants are Br[C:2]1[CH:6]=[CH:5][S:4][CH:3]=1.[C:7]([NH:10][C:11]1[CH:16]=[CH:15][CH:14]=[CH:13][CH:12]=1)(=[O:9])[CH3:8]. No catalyst specified. The product is [C:11]1([N:10]([C:2]2[CH:6]=[CH:5][S:4][CH:3]=2)[C:7](=[O:9])[CH3:8])[CH:16]=[CH:15][CH:14]=[CH:13][CH:12]=1. The yield is 0.820. (2) The reactants are [C:1]1([N:7]2[CH2:12][CH2:11][N:10]([CH2:13][CH2:14][NH2:15])[CH2:9][CH2:8]2)[CH:6]=[CH:5][CH:4]=[CH:3][CH:2]=1.[CH2:16]([C:20]1[N:24]([C:25]2[CH:30]=[CH:29][CH:28]=[CH:27][CH:26]=2)[N:23]=[C:22]([CH:31]=O)[CH:21]=1)[CH:17]([CH3:19])[CH3:18]. No catalyst specified. The product is [CH2:16]([C:20]1[N:24]([C:25]2[CH:30]=[CH:29][CH:28]=[CH:27][CH:26]=2)[N:23]=[C:22]([CH2:31][NH:15][CH2:14][CH2:13][N:10]2[CH2:9][CH2:8][N:7]([C:1]3[CH:2]=[CH:3][CH:4]=[CH:5][CH:6]=3)[CH2:12][CH2:11]2)[CH:21]=1)[CH:17]([CH3:19])[CH3:18]. The yield is 0.562. (3) The reactants are [C:1]1([CH2:7][NH:8][C@@H:9]([CH3:12])[CH2:10][OH:11])[CH:6]=[CH:5][CH:4]=[CH:3][CH:2]=1.C([O-])([O-])=O.[K+].[K+].Cl[CH2:20][C:21](Cl)=[O:22].[OH-].[Na+]. The catalyst is C1COCC1.O. The product is [CH3:12][C@@H:9]1[N:8]([CH2:7][C:1]2[CH:6]=[CH:5][CH:4]=[CH:3][CH:2]=2)[C:21](=[O:22])[CH2:20][O:11][CH2:10]1. The yield is 0.970. (4) The product is [C:45]([O:49][C:50](=[O:68])[C:51]([NH:67][C:33]([NH:1][C@@H:2]1[CH2:17][C:16]2=[CH:15][CH:14]=[C:13]([CH:19]=[CH:18]2)[O:12][CH2:11][CH2:10][CH2:9][CH2:8][O:7][CH2:6][C@H:5]([CH:20]([CH3:21])[CH3:22])[NH:4][C:3]1=[O:23])=[O:34])([CH3:66])[CH2:52][C@@H:53]1[CH2:57][CH2:56][C@@H:55]([NH:58][C:59]([O:61][C:62]([CH3:65])([CH3:64])[CH3:63])=[O:60])[CH2:54]1)([CH3:47])([CH3:46])[CH3:48]. The yield is 0.200. The catalyst is CN(C=O)C. The reactants are [NH2:1][C@@H:2]1[CH2:17][C:16]2=[CH:18][CH:19]=[C:13]([CH:14]=[CH:15]2)[O:12][CH2:11][CH2:10][CH2:9][CH2:8][O:7][CH2:6][C@H:5]([CH:20]([CH3:22])[CH3:21])[NH:4][C:3]1=[O:23].C(N(CC)C(C)C)(C)C.[C:33](N1C=CN=C1)(N1C=CN=C1)=[O:34].[C:45]([O:49][C:50](=[O:68])[C:51]([NH2:67])([CH3:66])[CH2:52][C@@H:53]1[CH2:57][CH2:56][C@@H:55]([NH:58][C:59]([O:61][C:62]([CH3:65])([CH3:64])[CH3:63])=[O:60])[CH2:54]1)([CH3:48])([CH3:47])[CH3:46].